Predict which catalyst facilitates the given reaction. From a dataset of Catalyst prediction with 721,799 reactions and 888 catalyst types from USPTO. (1) Reactant: [CH3:1][C@H:2]([CH:6]=[CH2:7])[C:3](O)=[O:4].[C:8]([O:12][C:13](=[O:32])[NH:14][C@H:15]([C:19]1[CH:20]=[C:21]([C:25]2[CH:30]=[CH:29][N:28]=[CH:27][C:26]=2[NH2:31])[CH:22]=[N:23][CH:24]=1)[CH2:16][CH:17]=[CH2:18])([CH3:11])([CH3:10])[CH3:9].N1C=CC=CC=1.C(P1(=O)OP(CCC)(=O)OP(CCC)(=O)O1)CC. Product: [C:8]([O:12][C:13](=[O:32])[NH:14][C@H:15]([C:19]1[CH:20]=[C:21]([C:25]2[CH:30]=[CH:29][N:28]=[CH:27][C:26]=2[NH:31][C:3](=[O:4])[C@H:2]([CH3:1])[CH:6]=[CH2:7])[CH:22]=[N:23][CH:24]=1)[CH2:16][CH:17]=[CH2:18])([CH3:9])([CH3:10])[CH3:11]. The catalyst class is: 25. (2) Reactant: [NH3:1].[C:2]([C:4]1[C:9]([Cl:10])=[CH:8][CH:7]=[CH:6][C:5]=1[S:11](Cl)(=[O:13])=[O:12])#[N:3]. Product: [NH2:3][C:2]1[C:4]2[C:9]([Cl:10])=[CH:8][CH:7]=[CH:6][C:5]=2[S:11](=[O:13])(=[O:12])[N:1]=1. The catalyst class is: 38. (3) Reactant: [CH:1]1([O:6][C:7]2[CH:8]=[CH:9][C:10]([N+:22]([O-])=O)=[C:11]([CH2:13][NH:14][C:15](=[O:21])[O:16][C:17]([CH3:20])([CH3:19])[CH3:18])[CH:12]=2)[CH2:5][CH2:4][CH2:3][CH2:2]1.[Cl-].[NH4+].C(O)C. Product: [NH2:22][C:10]1[CH:9]=[CH:8][C:7]([O:6][CH:1]2[CH2:2][CH2:3][CH2:4][CH2:5]2)=[CH:12][C:11]=1[CH2:13][NH:14][C:15](=[O:21])[O:16][C:17]([CH3:19])([CH3:18])[CH3:20]. The catalyst class is: 150. (4) Reactant: CCN=C=NCCCN(C)C.[CH3:12][N:13]1[C:21]2[C:16](=[CH:17][CH:18]=[CH:19][CH:20]=2)[C:15]([CH3:22])=[C:14]1[C:23]([OH:25])=O.C(Cl)Cl.[NH2:29][C@H:30]([C:34]([OH:36])=[O:35])[CH:31]([CH3:33])[CH3:32]. Product: [CH3:12][N:13]1[C:21]2[C:16](=[CH:17][CH:18]=[CH:19][CH:20]=2)[C:15]([CH3:22])=[C:14]1[C:23]([NH:29][C@H:30]([C:34]([OH:36])=[O:35])[CH:31]([CH3:33])[CH3:32])=[O:25]. The catalyst class is: 241. (5) Reactant: C(Cl)(=O)C.Cl.C(O)(C(F)(F)F)=O.[F:13][C:14]1[CH:15]=[C:16]([CH:42]=[C:43]([F:45])[CH:44]=1)[CH2:17][C@H:18]([NH:34]C(=O)OC(C)(C)C)[C@H:19]([OH:33])[CH2:20][NH:21][C:22]1([C:25]2[CH:30]=[CH:29][CH:28]=[C:27]([C:31]#[CH:32])[CH:26]=2)[CH2:24][CH2:23]1. Product: [NH2:34][C@@H:18]([CH2:17][C:16]1[CH:42]=[C:43]([F:45])[CH:44]=[C:14]([F:13])[CH:15]=1)[C@H:19]([OH:33])[CH2:20][NH:21][C:22]1([C:25]2[CH:30]=[CH:29][CH:28]=[C:27]([C:31]#[CH:32])[CH:26]=2)[CH2:24][CH2:23]1. The catalyst class is: 5. (6) Reactant: C1N=CN([C:6](N2C=NC=C2)=[S:7])C=1.[NH2:13][CH2:14][CH2:15][CH2:16][CH2:17][N:18]1[CH2:23][CH2:22][CH2:21][CH2:20][CH2:19]1.C(N(CC)CC)C. Product: [N:13]([CH2:14][CH2:15][CH2:16][CH2:17][N:18]1[CH2:23][CH2:22][CH2:21][CH2:20][CH2:19]1)=[C:6]=[S:7]. The catalyst class is: 35. (7) Reactant: [CH2:1]([O:3][C:4]([C:6]1[CH:7]=[N:8][N:9]([C:11]2[N:15]([CH2:16][O:17][CH2:18][CH2:19][O:20][CH3:21])[C:14]3[CH:22]=[C:23]([Cl:27])[C:24]([NH2:26])=[CH:25][C:13]=3[N:12]=2)[CH:10]=1)=[O:5])[CH3:2].NC1C(Cl)=CC2NC(N3C=C(C(O)=O)C=N3)=NC=2C=1.[CH:47]1([S:50](Cl)(=[O:52])=[O:51])[CH2:49][CH2:48]1. Product: [CH2:1]([O:3][C:4]([C:6]1[CH:7]=[N:8][N:9]([C:11]2[N:15]([CH2:16][O:17][CH2:18][CH2:19][O:20][CH3:21])[C:14]3[CH:22]=[C:23]([Cl:27])[C:24]([NH:26][S:50]([CH:47]4[CH2:49][CH2:48]4)(=[O:52])=[O:51])=[CH:25][C:13]=3[N:12]=2)[CH:10]=1)=[O:5])[CH3:2]. The catalyst class is: 17. (8) Reactant: [Br:1][C:2]1[C:3]([CH3:27])=[N:4][N:5]([CH2:14][CH2:15]OS(C2C=CC(C)=CC=2)(=O)=O)[C:6]=1[C:7]1[CH:12]=[CH:11][C:10]([F:13])=[CH:9][CH:8]=1.[CH3:28][NH:29][CH3:30]. Product: [Br:1][C:2]1[C:3]([CH3:27])=[N:4][N:5]([CH2:14][CH2:15][N:29]([CH3:30])[CH3:28])[C:6]=1[C:7]1[CH:12]=[CH:11][C:10]([F:13])=[CH:9][CH:8]=1. The catalyst class is: 148.